This data is from Catalyst prediction with 721,799 reactions and 888 catalyst types from USPTO. The task is: Predict which catalyst facilitates the given reaction. (1) Reactant: [CH3:1][N:2]1[C:10]2[C:9](=[O:11])[N:8]([CH2:12][CH2:13][O:14][C:15]3[CH:20]=[CH:19][C:18]([CH2:21][CH:22]([O:26][CH2:27][CH3:28])[C:23]([OH:25])=[O:24])=[CH:17][CH:16]=3)[C:7]([CH3:29])=[N:6][C:5]=2[C:4]([CH2:30][CH2:31][CH3:32])=[N:3]1.[NH2:33][C@H:34]([C:42]([OH:44])=[O:43])[CH2:35][CH2:36][CH2:37][NH:38][C:39](=[NH:41])[NH2:40]. Product: [NH2:33][C@H:34]([C:42]([OH:44])=[O:43])[CH2:35][CH2:36][CH2:37][NH:38][C:39](=[NH:40])[NH2:41].[CH3:1][N:2]1[C:10]2[C:9](=[O:11])[N:8]([CH2:12][CH2:13][O:14][C:15]3[CH:20]=[CH:19][C:18]([CH2:21][CH:22]([O:26][CH2:27][CH3:28])[C:23]([OH:25])=[O:24])=[CH:17][CH:16]=3)[C:7]([CH3:29])=[N:6][C:5]=2[C:4]([CH2:30][CH2:31][CH3:32])=[N:3]1.[CH3:1][N:2]1[C:10]2[C:9](=[O:11])[N:8]([CH2:12][CH2:13][O:14][C:15]3[CH:20]=[CH:19][C:18]([CH2:21][CH:22]([O:26][CH2:27][CH3:28])[C:23]([OH:25])=[O:24])=[CH:17][CH:16]=3)[C:7]([CH3:29])=[N:6][C:5]=2[C:4]([CH2:30][CH2:31][CH3:32])=[N:3]1. The catalyst class is: 32. (2) Reactant: [NH2:1][C@H:2]([C:9]([OH:11])=[O:10])[CH2:3][C:4]1[N:8]=[CH:7][NH:6][CH:5]=1.[OH-].[Na+].[CH:14](=O)[CH2:15][CH3:16].Cl. Product: [CH2:15]([C@H:16]1[C:5]2[NH:6][CH:7]=[N:8][C:4]=2[CH2:3][C@@H:2]([C:9]([OH:11])=[O:10])[NH:1]1)[CH3:14]. The catalyst class is: 24. (3) Reactant: [Cl:1][C:2]1[C:3]([O:26]C2CCCCO2)=[C:4]([C:8]2[CH:13]=[CH:12][C:11]([O:14][CH2:15][C:16]3[CH:25]=[CH:24][C:23]4[C:18](=[CH:19][CH:20]=[CH:21][CH:22]=4)[N:17]=3)=[CH:10][CH:9]=2)[CH:5]=[CH:6][CH:7]=1.C1(C)C=CC(S([O-])(=O)=O)=CC=1.[NH+]1C=CC=CC=1. Product: [Cl:1][C:2]1[CH:7]=[CH:6][CH:5]=[C:4]([C:8]2[CH:13]=[CH:12][C:11]([O:14][CH2:15][C:16]3[CH:25]=[CH:24][C:23]4[C:18](=[CH:19][CH:20]=[CH:21][CH:22]=4)[N:17]=3)=[CH:10][CH:9]=2)[C:3]=1[OH:26]. The catalyst class is: 5. (4) Reactant: [N+:1]([C:4]1[CH:9]=[CH:8][C:7](Br)=[CH:6][N:5]=1)([O-:3])=[O:2].C(N(C(C)C)CC)(C)C.[OH:20][C@H:21]1[CH2:25][CH2:24][N:23](O)[CH2:22]1. Product: [N+:1]([C:4]1[N:5]=[CH:6][C:7]([N:23]2[CH2:24][CH2:25][CH:21]([OH:20])[CH2:22]2)=[CH:8][CH:9]=1)([O-:3])=[O:2]. The catalyst class is: 14.